From a dataset of Peptide-MHC class II binding affinity with 134,281 pairs from IEDB. Regression. Given a peptide amino acid sequence and an MHC pseudo amino acid sequence, predict their binding affinity value. This is MHC class II binding data. (1) The peptide sequence is EPTAAPAEPEAPAPE. The MHC is HLA-DQA10301-DQB10302 with pseudo-sequence HLA-DQA10301-DQB10302. The binding affinity (normalized) is 0.431. (2) The peptide sequence is DKGPGFVVTGRVYCD. The MHC is DRB1_1101 with pseudo-sequence DRB1_1101. The binding affinity (normalized) is 0.219. (3) The peptide sequence is GFQGAYTGMPNQ. The MHC is H-2-IAs with pseudo-sequence H-2-IAs. The binding affinity (normalized) is 0.508. (4) The peptide sequence is GELQIVDKIMAAFKI. The MHC is DRB1_1302 with pseudo-sequence DRB1_1302. The binding affinity (normalized) is 0.696. (5) The binding affinity (normalized) is 0.584. The peptide sequence is WFKVAATAANAAPAN. The MHC is DRB1_1001 with pseudo-sequence DRB1_1001. (6) The peptide sequence is TKQQVFIQSEDPPVL. The MHC is DRB1_1501 with pseudo-sequence DRB1_1501. The binding affinity (normalized) is 0.427.